From a dataset of HIV replication inhibition screening data with 41,000+ compounds from the AIDS Antiviral Screen. Binary Classification. Given a drug SMILES string, predict its activity (active/inactive) in a high-throughput screening assay against a specified biological target. (1) The drug is Cn1c(N)c(-c2c3ccccc3nc3ccccc23)c(=O)n(C)c1=O. The result is 0 (inactive). (2) The drug is CC(=O)OCC(=O)C1(O)CCC2C3CC(C)C4=CC(=O)C=CC4(C)C3(Br)C(O)CC21C. The result is 0 (inactive).